This data is from NCI-60 drug combinations with 297,098 pairs across 59 cell lines. The task is: Regression. Given two drug SMILES strings and cell line genomic features, predict the synergy score measuring deviation from expected non-interaction effect. (1) Drug 1: CCCS(=O)(=O)NC1=C(C(=C(C=C1)F)C(=O)C2=CNC3=C2C=C(C=N3)C4=CC=C(C=C4)Cl)F. Drug 2: CC12CCC3C(C1CCC2O)C(CC4=C3C=CC(=C4)O)CCCCCCCCCS(=O)CCCC(C(F)(F)F)(F)F. Cell line: OVCAR-4. Synergy scores: CSS=4.45, Synergy_ZIP=3.25, Synergy_Bliss=7.26, Synergy_Loewe=3.50, Synergy_HSA=4.82. (2) Drug 1: C1CCN(CC1)CCOC2=CC=C(C=C2)C(=O)C3=C(SC4=C3C=CC(=C4)O)C5=CC=C(C=C5)O. Drug 2: CC1C(C(=O)NC(C(=O)N2CCCC2C(=O)N(CC(=O)N(C(C(=O)O1)C(C)C)C)C)C(C)C)NC(=O)C3=C4C(=C(C=C3)C)OC5=C(C(=O)C(=C(C5=N4)C(=O)NC6C(OC(=O)C(N(C(=O)CN(C(=O)C7CCCN7C(=O)C(NC6=O)C(C)C)C)C)C(C)C)C)N)C. Cell line: K-562. Synergy scores: CSS=58.7, Synergy_ZIP=7.56, Synergy_Bliss=9.07, Synergy_Loewe=-51.8, Synergy_HSA=10.7.